From a dataset of Full USPTO retrosynthesis dataset with 1.9M reactions from patents (1976-2016). Predict the reactants needed to synthesize the given product. Given the product [F:1][C:2]1[CH:7]=[C:6]([CH:5]=[CH:4][C:3]=1[CH:11]1[CH2:12][CH2:13][N:14]([CH:17]2[CH2:18][O:19][CH2:20]2)[CH2:15][CH2:16]1)[NH2:8], predict the reactants needed to synthesize it. The reactants are: [F:1][C:2]1[CH:7]=[C:6]([N+:8]([O-])=O)[CH:5]=[CH:4][C:3]=1[CH:11]1[CH2:16][CH2:15][N:14]([CH:17]2[CH2:20][O:19][CH2:18]2)[CH2:13][CH2:12]1.